From a dataset of HIV replication inhibition screening data with 41,000+ compounds from the AIDS Antiviral Screen. Binary Classification. Given a drug SMILES string, predict its activity (active/inactive) in a high-throughput screening assay against a specified biological target. (1) The molecule is N#Cc1ccccc1OCCOc1ccccc1C#N. The result is 0 (inactive). (2) The compound is COc1ccc(CCNC(=S)NC=C(C#N)S(=O)(=O)c2ccc(C)cc2)cc1OC. The result is 0 (inactive). (3) The molecule is CC(C)(C)OC1=C(OC(C)(C)C)C(O)(c2ccc(Cl)cc2)C1=O. The result is 0 (inactive). (4) The molecule is CC(C)N1C(=O)C(C#N)=C(c2ccccc2)SC1c1ccccc1. The result is 0 (inactive). (5) The molecule is COc1ccc(-n2sc3ncc(C)cc3c2=O)cc1. The result is 1 (active). (6) The compound is COC1C=COC2(C)Oc3c(C)c(O)c4c(O)c(c(C=NN5C(C)CN(Cc6ccc([N+](=O)[O-])cc6)CC5C)c(O)c4c3C2=O)NC(=O)C(C)=CC=CC(C)C(O)C(C)C(O)C(C)C(OC(C)=O)C1C. The result is 0 (inactive). (7) The molecule is C[N+](C)(C)C.O=C(Nc1ccc(C=Cc2ccc(NC(=O)c3cc(S(=O)(O)=[OH+])ccc3O)cc2S(=O)(O)=[OH+])c(S(=O)(O)=[OH+])c1)c1cc(S(=O)(O)=[OH+])ccc1O. The result is 1 (active). (8) The drug is O=C(Nc1ccc(Cl)cc1Cl)C(=O)Nn1c(=S)[nH]c2ccccc2c1=O. The result is 0 (inactive). (9) The compound is COc1ccc(C=[N+]([O-])C(COCc2ccccc2)c2ccccc2)cc1. The result is 0 (inactive).